This data is from Full USPTO retrosynthesis dataset with 1.9M reactions from patents (1976-2016). The task is: Predict the reactants needed to synthesize the given product. (1) Given the product [C:1]([O:5][C:6]([N:8]1[C:16]2[C:11](=[CH:12][C:13]([CH2:17][OH:18])=[CH:14][CH:15]=2)[CH:10]=[C:9]1[C:26]1[C:27]2[S:40][CH:39]=[CH:38][C:28]=2[N:29]([C:31]([O:33][C:34]([CH3:37])([CH3:36])[CH3:35])=[O:32])[N:30]=1)=[O:7])([CH3:4])([CH3:2])[CH3:3], predict the reactants needed to synthesize it. The reactants are: [C:1]([O:5][C:6]([N:8]1[C:16]2[C:11](=[CH:12][C:13]([C:17](C)(C)[O:18][SiH2]C(C)(C)C)=[CH:14][CH:15]=2)[CH:10]=[C:9]1[C:26]1[C:27]2[S:40][CH:39]=[CH:38][C:28]=2[N:29]([C:31]([O:33][C:34]([CH3:37])([CH3:36])[CH3:35])=[O:32])[N:30]=1)=[O:7])([CH3:4])([CH3:3])[CH3:2].[F-].C([N+](CCCC)(CCCC)CCCC)CCC.O. (2) Given the product [IH:12].[NH2:11][C:9]1[S:10][C:1]2[CH2:6][CH2:5][CH2:4][CH2:3][C:2]=2[N:8]=1, predict the reactants needed to synthesize it. The reactants are: [C:1]1(=O)[CH2:6][CH2:5][CH2:4][CH2:3][CH2:2]1.[NH2:8][C:9]([NH2:11])=[S:10].[I:12]I.